Dataset: Forward reaction prediction with 1.9M reactions from USPTO patents (1976-2016). Task: Predict the product of the given reaction. (1) Given the reactants [CH2:1]([O:3][C:4](=[O:22])[C:5]([C:7]1[C:15]2[C:10](=[CH:11][CH:12]=[CH:13][CH:14]=2)[N:9]([CH3:16])[C:8]=1[C:17]([O:19]CC)=O)=O)[CH3:2].Cl.[C:24]1([CH3:32])[CH:29]=[CH:28][C:27]([NH:30][NH2:31])=[CH:26][CH:25]=1, predict the reaction product. The product is: [CH3:16][N:9]1[C:10]2[CH:11]=[CH:12][CH:13]=[CH:14][C:15]=2[C:7]2[C:5]([C:4]([O:3][CH2:1][CH3:2])=[O:22])=[N:31][N:30]([C:27]3[CH:28]=[CH:29][C:24]([CH3:32])=[CH:25][CH:26]=3)[C:17](=[O:19])[C:8]1=2. (2) Given the reactants [CH:1]([S:4]([N:7]1[CH2:10][C:9]2([CH2:14][CH2:13][N:12](C(OCC3C=CC=CC=3)=O)[CH2:11]2)[CH2:8]1)(=[O:6])=[O:5])([CH3:3])[CH3:2], predict the reaction product. The product is: [CH:1]([S:4]([N:7]1[CH2:8][C:9]2([CH2:14][CH2:13][NH:12][CH2:11]2)[CH2:10]1)(=[O:5])=[O:6])([CH3:3])[CH3:2]. (3) Given the reactants [Cl:1][C:2]1[C:10]([O:11][CH3:12])=[C:9]([O:13][CH3:14])[C:8]([O:15][CH3:16])=[CH:7][C:3]=1[C:4]([OH:6])=O.Cl.[CH2:18]([O:20][CH2:21][CH2:22][N:23]1[C:27]2[CH:28]=[CH:29][CH:30]=[CH:31][C:26]=2[N:25]=[C:24]1[N:32]1[CH2:38][CH2:37][CH2:36][N:35]([CH2:39][CH2:40][C:41]2([C:46]3[CH:51]=[CH:50][CH:49]=[CH:48][CH:47]=3)[CH2:45][CH2:44][NH:43][CH2:42]2)[CH2:34][CH2:33]1)[CH3:19], predict the reaction product. The product is: [Cl:1][C:2]1[C:10]([O:11][CH3:12])=[C:9]([O:13][CH3:14])[C:8]([O:15][CH3:16])=[CH:7][C:3]=1[C:4]([N:43]1[CH2:44][CH2:45][C:41]([CH2:40][CH2:39][N:35]2[CH2:36][CH2:37][CH2:38][N:32]([C:24]3[N:23]([CH2:22][CH2:21][O:20][CH2:18][CH3:19])[C:27]4[CH:28]=[CH:29][CH:30]=[CH:31][C:26]=4[N:25]=3)[CH2:33][CH2:34]2)([C:46]2[CH:51]=[CH:50][CH:49]=[CH:48][CH:47]=2)[CH2:42]1)=[O:6]. (4) Given the reactants O.[OH-].[Li+].[CH:4]1([C@H:10]([NH:15][C:16]([C:18]2[CH:23]=[CH:22][C:21]([F:24])=[CH:20][C:19]=2[NH:25][C:26]([NH:28][C:29]2[C:34]([CH3:35])=[CH:33][C:32]([CH2:36][CH:37]3[CH2:39][CH2:38]3)=[CH:31][C:30]=2[CH3:40])=[O:27])=[O:17])[C:11]([O:13]C)=[O:12])[CH2:9][CH2:8][CH2:7][CH2:6][CH2:5]1.CO.Cl, predict the reaction product. The product is: [CH:4]1([C@H:10]([NH:15][C:16]([C:18]2[CH:23]=[CH:22][C:21]([F:24])=[CH:20][C:19]=2[NH:25][C:26]([NH:28][C:29]2[C:34]([CH3:35])=[CH:33][C:32]([CH2:36][CH:37]3[CH2:39][CH2:38]3)=[CH:31][C:30]=2[CH3:40])=[O:27])=[O:17])[C:11]([OH:13])=[O:12])[CH2:5][CH2:6][CH2:7][CH2:8][CH2:9]1. (5) Given the reactants [Br:1][C:2]1[C:3]([C:8]([N:10]([O:12][CH3:13])C)=[O:9])=[N:4][CH:5]=[CH:6][CH:7]=1.[H-].C([Al+]CC(C)C)C(C)C, predict the reaction product. The product is: [Br:1][C:2]1[C:3]([CH:8]=[O:9])=[N:4][CH:5]=[CH:6][CH:7]=1.[CH3:8][NH:10][O:12][CH3:13]. (6) Given the reactants [C:1]1([C:11]2[CH:16]=[CH:15][CH:14]=[CH:13][CH:12]=2)[CH:6]=[CH:5][C:4]([S:7](O)(=[O:9])=[O:8])=[CH:3][CH:2]=1.P(Cl)(Cl)(Cl)(Cl)[Cl:18], predict the reaction product. The product is: [C:1]1([C:11]2[CH:16]=[CH:15][CH:14]=[CH:13][CH:12]=2)[CH:6]=[CH:5][C:4]([S:7]([Cl:18])(=[O:9])=[O:8])=[CH:3][CH:2]=1. (7) The product is: [N:26]([CH2:2][C:3]1[C:4]([CH3:25])=[N:5][C:6]2[N:7]([CH:17]=[C:18]([C:20]([O:22][CH2:23][CH3:24])=[O:21])[N:19]=2)[C:8]=1[C:9]1[CH:14]=[CH:13][C:12]([Cl:15])=[CH:11][C:10]=1[Cl:16])=[N+:27]=[N-:28]. Given the reactants Cl[CH2:2][C:3]1[C:4]([CH3:25])=[N:5][C:6]2[N:7]([CH:17]=[C:18]([C:20]([O:22][CH2:23][CH3:24])=[O:21])[N:19]=2)[C:8]=1[C:9]1[CH:14]=[CH:13][C:12]([Cl:15])=[CH:11][C:10]=1[Cl:16].[N-:26]=[N+:27]=[N-:28].[Na+], predict the reaction product. (8) Given the reactants [NH2:1][C@@H:2]([C@H:13]([CH:19]1[CH2:24][CH2:23][CH2:22][CH2:21][CH2:20]1)[O:14][Si](C)(C)C)[CH2:3][N:4]([CH3:12])[C:5](=[O:11])[O:6][C:7]([CH3:10])([CH3:9])[CH3:8].CCN(C(C)C)C(C)C.C1N=CN([C:39]([N:41]2[CH:45]=N[CH:43]=[CH:42]2)=[O:40])C=1.[Cl:46][C:47]1[C:52]([F:53])=[CH:51][CH:50]=[CH:49][C:48]=1[C@@:54]([OH:69])([C@@H:63]1CCCN[CH2:64]1)[CH2:55][CH2:56][CH2:57][NH:58][C:59](=[O:62])[O:60][CH3:61], predict the reaction product. The product is: [Cl:46][C:47]1[C:52]([F:53])=[CH:51][CH:50]=[CH:49][C:48]=1[C@:54]([C@@H:63]1[CH2:64][CH2:43][CH2:42][N:41]([C:39](=[O:40])[NH:1][C@H:2]([CH2:3][N:4]([CH3:12])[C:5]([O:6][C:7]([CH3:10])([CH3:9])[CH3:8])=[O:11])[C@H:13]([CH:19]2[CH2:24][CH2:23][CH2:22][CH2:21][CH2:20]2)[OH:14])[CH2:45]1)([OH:69])[CH2:55][CH2:56][CH2:57][NH:58][C:59](=[O:62])[O:60][CH3:61].